The task is: Regression. Given two drug SMILES strings and cell line genomic features, predict the synergy score measuring deviation from expected non-interaction effect.. This data is from NCI-60 drug combinations with 297,098 pairs across 59 cell lines. (1) Drug 1: C1=CC=C(C(=C1)C(C2=CC=C(C=C2)Cl)C(Cl)Cl)Cl. Drug 2: CCN(CC)CCCC(C)NC1=C2C=C(C=CC2=NC3=C1C=CC(=C3)Cl)OC. Cell line: T-47D. Synergy scores: CSS=4.66, Synergy_ZIP=6.93, Synergy_Bliss=4.09, Synergy_Loewe=-0.724, Synergy_HSA=1.94. (2) Drug 1: CN(C)N=NC1=C(NC=N1)C(=O)N. Drug 2: CC1CCC2CC(C(=CC=CC=CC(CC(C(=O)C(C(C(=CC(C(=O)CC(OC(=O)C3CCCCN3C(=O)C(=O)C1(O2)O)C(C)CC4CCC(C(C4)OC)OCCO)C)C)O)OC)C)C)C)OC. Cell line: NCIH23. Synergy scores: CSS=14.4, Synergy_ZIP=-2.37, Synergy_Bliss=-3.38, Synergy_Loewe=-11.9, Synergy_HSA=-2.39. (3) Drug 1: C1=CC=C(C=C1)NC(=O)CCCCCCC(=O)NO. Drug 2: C1CCC(C(C1)N)N.C(=O)(C(=O)[O-])[O-].[Pt+4]. Cell line: OVCAR-4. Synergy scores: CSS=19.3, Synergy_ZIP=-5.69, Synergy_Bliss=-1.89, Synergy_Loewe=-1.54, Synergy_HSA=-1.39. (4) Drug 1: CC1=C(C=C(C=C1)NC2=NC=CC(=N2)N(C)C3=CC4=NN(C(=C4C=C3)C)C)S(=O)(=O)N.Cl. Drug 2: CC1C(C(CC(O1)OC2CC(OC(C2O)C)OC3=CC4=CC5=C(C(=O)C(C(C5)C(C(=O)C(C(C)O)O)OC)OC6CC(C(C(O6)C)O)OC7CC(C(C(O7)C)O)OC8CC(C(C(O8)C)O)(C)O)C(=C4C(=C3C)O)O)O)O. Cell line: 786-0. Synergy scores: CSS=40.5, Synergy_ZIP=20.3, Synergy_Bliss=20.1, Synergy_Loewe=20.3, Synergy_HSA=20.0. (5) Drug 1: CS(=O)(=O)C1=CC(=C(C=C1)C(=O)NC2=CC(=C(C=C2)Cl)C3=CC=CC=N3)Cl. Drug 2: C1CCN(CC1)CCOC2=CC=C(C=C2)C(=O)C3=C(SC4=C3C=CC(=C4)O)C5=CC=C(C=C5)O. Cell line: SK-MEL-28. Synergy scores: CSS=1.11, Synergy_ZIP=8.37, Synergy_Bliss=13.9, Synergy_Loewe=6.07, Synergy_HSA=6.10.